This data is from Forward reaction prediction with 1.9M reactions from USPTO patents (1976-2016). The task is: Predict the product of the given reaction. Given the reactants [C:1]1([OH:7])[CH:6]=[CH:5][CH:4]=[CH:3][CH:2]=1.[Br:8][C:9]1[C:10](Cl)=[N:11][CH:12]=[C:13]([N+:15]([O-:17])=[O:16])[CH:14]=1.C(=O)([O-])[O-].[Cs+].[Cs+], predict the reaction product. The product is: [Br:8][C:9]1[C:10]([O:7][C:1]2[CH:6]=[CH:5][CH:4]=[CH:3][CH:2]=2)=[N:11][CH:12]=[C:13]([N+:15]([O-:17])=[O:16])[CH:14]=1.